This data is from Full USPTO retrosynthesis dataset with 1.9M reactions from patents (1976-2016). The task is: Predict the reactants needed to synthesize the given product. (1) Given the product [Cl:22][C:23]1[CH:24]=[C:25]([C:29]2[CH2:30][C:31](=[O:37])[NH:20][C:9]3[CH:10]=[C:11]([C:14]4[CH:19]=[CH:18][CH:17]=[CH:16][CH:15]=4)[CH:12]=[CH:13][C:8]=3[N:7]=2)[CH:26]=[CH:27][CH:28]=1, predict the reactants needed to synthesize it. The reactants are: C(OC(=O)[NH:7][C:8]1[CH:13]=[CH:12][C:11]([C:14]2[CH:19]=[CH:18][CH:17]=[CH:16][CH:15]=2)=[CH:10][C:9]=1[NH2:20])(C)(C)C.[Cl:22][C:23]1[CH:24]=[C:25]([C:29]2OC(C)(C)O[C:31](=[O:37])[CH:30]=2)[CH:26]=[CH:27][CH:28]=1.C(O)(C(F)(F)F)=O. (2) Given the product [CH3:11][C:12]1([S:15]([N:18]2[CH2:19][C:20](=[O:22])[CH2:21]2)(=[O:17])=[O:16])[CH2:14][CH2:13]1, predict the reactants needed to synthesize it. The reactants are: C(Cl)(=O)C(Cl)=O.CS(C)=O.[CH3:11][C:12]1([S:15]([N:18]2[CH2:21][CH:20]([OH:22])[CH2:19]2)(=[O:17])=[O:16])[CH2:14][CH2:13]1.C(N(CC)CC)C. (3) The reactants are: [Cl:1][C:2]1[CH:7]=[C:6]([N+:8]([O-:10])=[O:9])[C:5](F)=[CH:4][C:3]=1[O:12][CH3:13].[OH-:14].[Na+].Cl. Given the product [Cl:1][C:2]1[C:3]([O:12][CH3:13])=[CH:4][C:5]([OH:14])=[C:6]([N+:8]([O-:10])=[O:9])[CH:7]=1, predict the reactants needed to synthesize it. (4) Given the product [CH3:56][O:61][C:26]([C:27]1[C:18]2[CH:19]=[CH:75][CH:74]=[N:71][C:72]=2[CH:73]=[CH:37][CH:28]=1)=[O:3], predict the reactants needed to synthesize it. The reactants are: CS(C)=[O:3].C1C=CC(P([C:18]2[C:27]([C:28]3[C:37](P(C4C=CC=CC=4)C4C=CC=CC=4)=CC=C4C=3C=CC=C4)=[C:26]3C(C=CC=C3)=C[CH:19]=2)C2C=CC=CC=2)=CC=1.N1C2C(=[C:56]([O:61]S(C(F)(F)F)(=O)=O)C=CC=2)C=CC=1.CC[N:71]([CH2:74][CH3:75])[CH2:72][CH3:73]. (5) Given the product [CH2:1]([O:3][C:4](=[O:31])[CH:5]([C:6]1[CH:7]=[C:8]([C:14]2[CH:19]=[CH:18][C:17]([C:20]([F:22])([F:23])[F:21])=[CH:16][C:15]=2[CH2:24][N:25]([C:28](=[O:30])[CH3:29])[CH2:26][CH3:27])[C:9]([O:12][CH3:13])=[CH:10][CH:11]=1)[CH3:34])[CH3:2], predict the reactants needed to synthesize it. The reactants are: [CH2:1]([O:3][C:4](=[O:31])[CH2:5][C:6]1[CH:7]=[C:8]([C:14]2[CH:19]=[CH:18][C:17]([C:20]([F:23])([F:22])[F:21])=[CH:16][C:15]=2[CH2:24][N:25]([C:28](=[O:30])[CH3:29])[CH2:26][CH3:27])[C:9]([O:12][CH3:13])=[CH:10][CH:11]=1)[CH3:2].IC.[CH3:34][Si](C)(C)[N-][Si](C)(C)C.[Na+]. (6) Given the product [NH2:24][C:22]([C:16]1[CH:17]=[N:18][C:19]2[C:14]([C:15]=1[NH:1][C:2]1[CH:3]=[C:4]([CH:8]=[CH:9][CH:10]=1)[C:5]([OH:7])=[O:6])=[CH:13][C:12]([Br:11])=[CH:21][CH:20]=2)=[O:23], predict the reactants needed to synthesize it. The reactants are: [NH2:1][C:2]1[CH:3]=[C:4]([CH:8]=[CH:9][CH:10]=1)[C:5]([OH:7])=[O:6].[Br:11][C:12]1[CH:13]=[C:14]2[C:19](=[CH:20][CH:21]=1)[N:18]=[CH:17][C:16]([C:22]([NH2:24])=[O:23])=[C:15]2Cl. (7) Given the product [Cl:17][C:9]1[C:10]2[O:14][CH:13]([CH3:15])[O:12][C:11]=2[CH:16]=[C:7]([Sn:19]([CH3:22])([CH3:21])[CH3:20])[CH:8]=1, predict the reactants needed to synthesize it. The reactants are: C([Li])CCC.Br[C:7]1[CH:8]=[C:9]([Cl:17])[C:10]2[O:14][CH:13]([CH3:15])[O:12][C:11]=2[CH:16]=1.Cl[Sn:19]([CH3:22])([CH3:21])[CH3:20]. (8) Given the product [Cl:39][C:38]1[C:16]([C:14]2[S:15][C:11]([C:9]3[CH:8]=[CH:7][N:6]=[C:5]([NH:4][CH:41]([CH3:43])[CH3:42])[CH:10]=3)=[N:12][N:13]=2)=[CH:17][C:18]([F:40])=[C:19]([CH:37]=1)[O:20][CH2:21][C@H:22]1[C@@H:26]([CH3:27])[O:25][C:24]([CH3:29])([CH3:28])[N:23]1[C:30]([O:32][C:33]([CH3:34])([CH3:36])[CH3:35])=[O:31], predict the reactants needed to synthesize it. The reactants are: C([N:4]([CH:41]([CH3:43])[CH3:42])[C:5]1[CH:10]=[C:9]([C:11]2[S:15][C:14]([C:16]3[C:38]([Cl:39])=[CH:37][C:19]([O:20][CH2:21][C@H:22]4[C@@H:26]([CH3:27])[O:25][C:24]([CH3:29])([CH3:28])[N:23]4[C:30]([O:32][C:33]([CH3:36])([CH3:35])[CH3:34])=[O:31])=[C:18]([F:40])[CH:17]=3)=[N:13][N:12]=2)[CH:8]=[CH:7][N:6]=1)C=C.CN1C(=O)CC(=O)N(C)C1=O. (9) Given the product [ClH:41].[CH3:1][O:2][CH2:3][CH2:4][N:5]([CH2:23][C:24]1[CH:25]=[CH:26][C:27]([O:28][C:29]([CH3:38])([CH3:37])[C:30]([OH:32])=[O:31])=[CH:39][CH:40]=1)[CH2:6][C:7]([NH:9][C:10]1[CH:15]=[CH:14][C:13]([CH:16]([CH3:18])[CH3:17])=[CH:12][C:11]=1[C:19]([F:22])([F:21])[F:20])=[O:8], predict the reactants needed to synthesize it. The reactants are: [CH3:1][O:2][CH2:3][CH2:4][N:5]([CH2:23][C:24]1[CH:40]=[CH:39][C:27]([O:28][C:29]([CH3:38])([CH3:37])[C:30]([O:32]C(C)(C)C)=[O:31])=[CH:26][CH:25]=1)[CH2:6][C:7]([NH:9][C:10]1[CH:15]=[CH:14][C:13]([CH:16]([CH3:18])[CH3:17])=[CH:12][C:11]=1[C:19]([F:22])([F:21])[F:20])=[O:8].[ClH:41].C(OCC)C.